This data is from Full USPTO retrosynthesis dataset with 1.9M reactions from patents (1976-2016). The task is: Predict the reactants needed to synthesize the given product. Given the product [OH:1][C:2]1[CH:3]=[C:4]2[C:9](=[CH:10][CH:11]=1)[CH:8]=[C:7]([C:12]([NH:22][CH2:15][C:16]1[CH:21]=[CH:20][CH:19]=[CH:18][CH:17]=1)=[O:14])[CH:6]=[CH:5]2, predict the reactants needed to synthesize it. The reactants are: [OH:1][C:2]1[CH:3]=[C:4]2[C:9](=[CH:10][CH:11]=1)[CH:8]=[C:7]([C:12]([OH:14])=O)[CH:6]=[CH:5]2.[CH2:15]([NH2:22])[C:16]1[CH:21]=[CH:20][CH:19]=[CH:18][CH:17]=1.C(Cl)CCl.